Dataset: NCI-60 drug combinations with 297,098 pairs across 59 cell lines. Task: Regression. Given two drug SMILES strings and cell line genomic features, predict the synergy score measuring deviation from expected non-interaction effect. (1) Drug 1: CC1=C2C(C(=O)C3(C(CC4C(C3C(C(C2(C)C)(CC1OC(=O)C(C(C5=CC=CC=C5)NC(=O)C6=CC=CC=C6)O)O)OC(=O)C7=CC=CC=C7)(CO4)OC(=O)C)O)C)OC(=O)C. Drug 2: C1C(C(OC1N2C=NC(=NC2=O)N)CO)O. Cell line: EKVX. Synergy scores: CSS=4.27, Synergy_ZIP=-2.51, Synergy_Bliss=-1.98, Synergy_Loewe=-2.17, Synergy_HSA=-0.800. (2) Drug 1: CN(C)C1=NC(=NC(=N1)N(C)C)N(C)C. Drug 2: C#CCC(CC1=CN=C2C(=N1)C(=NC(=N2)N)N)C3=CC=C(C=C3)C(=O)NC(CCC(=O)O)C(=O)O. Cell line: SK-MEL-28. Synergy scores: CSS=-2.48, Synergy_ZIP=1.56, Synergy_Bliss=0.118, Synergy_Loewe=-4.91, Synergy_HSA=-4.44.